From a dataset of NCI-60 drug combinations with 297,098 pairs across 59 cell lines. Regression. Given two drug SMILES strings and cell line genomic features, predict the synergy score measuring deviation from expected non-interaction effect. (1) Drug 1: C1=CC(=CC=C1CCC2=CNC3=C2C(=O)NC(=N3)N)C(=O)NC(CCC(=O)O)C(=O)O. Drug 2: C1CC(=O)NC(=O)C1N2C(=O)C3=CC=CC=C3C2=O. Cell line: HCC-2998. Synergy scores: CSS=33.9, Synergy_ZIP=1.03, Synergy_Bliss=0.688, Synergy_Loewe=-11.1, Synergy_HSA=0.209. (2) Drug 1: C1=CC(=CC=C1CCCC(=O)O)N(CCCl)CCCl. Drug 2: CC12CCC3C(C1CCC2O)C(CC4=C3C=CC(=C4)O)CCCCCCCCCS(=O)CCCC(C(F)(F)F)(F)F. Cell line: SNB-75. Synergy scores: CSS=1.45, Synergy_ZIP=-8.24, Synergy_Bliss=-7.01, Synergy_Loewe=-6.14, Synergy_HSA=-6.36.